Dataset: Full USPTO retrosynthesis dataset with 1.9M reactions from patents (1976-2016). Task: Predict the reactants needed to synthesize the given product. (1) Given the product [CH3:6][O:5][C:3](=[O:4])[CH:2]([C:7]1[CH:12]=[CH:11][CH:10]=[C:9]([F:13])[CH:8]=1)[NH:18][C:17]1[CH:16]=[C:15]([F:14])[C:21]([F:22])=[C:20]([F:23])[CH:19]=1, predict the reactants needed to synthesize it. The reactants are: Br[CH:2]([C:7]1[CH:12]=[CH:11][CH:10]=[C:9]([F:13])[CH:8]=1)[C:3]([O:5][CH3:6])=[O:4].[F:14][C:15]1[CH:16]=[C:17]([CH:19]=[C:20]([F:23])[C:21]=1[F:22])[NH2:18]. (2) Given the product [F:26][C:23]1[CH:22]=[CH:21][C:20]([C:15]2([C:14]([O:13][CH3:12])=[O:27])[CH2:18][O:19][C:2]([CH3:7])([CH3:1])[O:17][CH2:16]2)=[CH:25][CH:24]=1, predict the reactants needed to synthesize it. The reactants are: [CH3:1][C:2]1C=CC(S(O)(=O)=O)=C[CH:7]=1.[CH3:12][O:13][C:14](=[O:27])[C:15]([C:20]1[CH:25]=[CH:24][C:23]([F:26])=[CH:22][CH:21]=1)([CH2:18][OH:19])[CH2:16][OH:17].